This data is from Reaction yield outcomes from USPTO patents with 853,638 reactions. The task is: Predict the reaction yield, written as a fraction of the theoretical maximum amount of product (1.0 means a 100% yield; for example, 0.34 means a 34% yield). (1) The reactants are [F:1][C:2]([F:21])([F:20])[C:3]1[CH:4]=[C:5](/[N:9]=[C:10]2\[C:11](=[O:19])[NH:12][C:13]3[C:18]\2=[CH:17][CH:16]=[CH:15][CH:14]=3)[CH:6]=[CH:7][CH:8]=1.C(N(CC)CC)C.[Br:29][C:30]1[CH:35]=[CH:34][C:33](B(O)O)=[CH:32][CH:31]=1. The catalyst is C(Cl)Cl.C([O-])(=O)C.[Cu+2].C([O-])(=O)C. The product is [Br:29][C:30]1[CH:35]=[CH:34][C:33]([N:12]2[C:13]3[C:18](=[CH:17][CH:16]=[CH:15][CH:14]=3)/[C:10](=[N:9]/[C:5]3[CH:6]=[CH:7][CH:8]=[C:3]([C:2]([F:1])([F:20])[F:21])[CH:4]=3)/[C:11]2=[O:19])=[CH:32][CH:31]=1. The yield is 0.420. (2) The product is [Br:28][C:24]1[C:23]([NH:2][CH2:3][CH2:4][CH2:5][NH:6][C:7]([CH:9]2[CH2:12][CH2:11][CH2:10]2)=[O:8])=[N:22][C:21]([Cl:20])=[N:26][CH:25]=1. The reactants are Cl.[NH2:2][CH2:3][CH2:4][CH2:5][NH:6][C:7]([CH:9]1[CH2:12][CH2:11][CH2:10]1)=[O:8].C(N(CC)CC)C.[Cl:20][C:21]1[N:26]=[C:25](Cl)[C:24]([Br:28])=[CH:23][N:22]=1. The catalyst is O1CCOCC1. The yield is 0.710.